Dataset: Forward reaction prediction with 1.9M reactions from USPTO patents (1976-2016). Task: Predict the product of the given reaction. Given the reactants [Cl:1][C:2]1[CH:7]=[CH:6][C:5]([C:8]2[CH:9]=[C:10]([C:36]#N)[C:11]([O:22][CH:23]([C:28]3[CH:33]=[CH:32][C:31]([F:34])=[C:30]([F:35])[CH:29]=3)[C:24]([O:26][CH3:27])=[O:25])=[N:12][C:13]=2[C:14]2[CH:19]=[CH:18][C:17]([Cl:20])=[CH:16][C:15]=2[Cl:21])=[CH:4][CH:3]=1.C[Si]([NH-])(C)C.C[Si]([NH-])(C)C.[Li+].[Li+].C1C[O:53]CC1, predict the reaction product. The product is: [Cl:1][C:2]1[CH:3]=[CH:4][C:5]([C:8]2[CH:9]=[C:10]3[C:36](=[O:53])[C:23]([C:28]4[CH:33]=[CH:32][C:31]([F:34])=[C:30]([F:35])[CH:29]=4)([C:24]([O:26][CH3:27])=[O:25])[O:22][C:11]3=[N:12][C:13]=2[C:14]2[CH:19]=[CH:18][C:17]([Cl:20])=[CH:16][C:15]=2[Cl:21])=[CH:6][CH:7]=1.